Dataset: NCI-60 drug combinations with 297,098 pairs across 59 cell lines. Task: Regression. Given two drug SMILES strings and cell line genomic features, predict the synergy score measuring deviation from expected non-interaction effect. (1) Drug 1: C1C(C(OC1N2C=C(C(=O)NC2=O)F)CO)O. Drug 2: CC1=C(C(=O)C2=C(C1=O)N3CC4C(C3(C2COC(=O)N)OC)N4)N. Cell line: HT29. Synergy scores: CSS=37.7, Synergy_ZIP=-2.18, Synergy_Bliss=-1.54, Synergy_Loewe=-1.38, Synergy_HSA=3.77. (2) Drug 1: CC1=C2C(C(=O)C3(C(CC4C(C3C(C(C2(C)C)(CC1OC(=O)C(C(C5=CC=CC=C5)NC(=O)OC(C)(C)C)O)O)OC(=O)C6=CC=CC=C6)(CO4)OC(=O)C)O)C)O. Drug 2: C(CN)CNCCSP(=O)(O)O. Cell line: LOX IMVI. Synergy scores: CSS=-1.28, Synergy_ZIP=-0.246, Synergy_Bliss=-1.51, Synergy_Loewe=-8.31, Synergy_HSA=-4.87. (3) Drug 1: COC1=C(C=C2C(=C1)N=CN=C2NC3=CC(=C(C=C3)F)Cl)OCCCN4CCOCC4. Drug 2: CC1=C2C(C(=O)C3(C(CC4C(C3C(C(C2(C)C)(CC1OC(=O)C(C(C5=CC=CC=C5)NC(=O)C6=CC=CC=C6)O)O)OC(=O)C7=CC=CC=C7)(CO4)OC(=O)C)O)C)OC(=O)C. Cell line: MOLT-4. Synergy scores: CSS=65.4, Synergy_ZIP=2.10, Synergy_Bliss=5.25, Synergy_Loewe=-7.02, Synergy_HSA=8.70. (4) Drug 1: CCC1=C2CN3C(=CC4=C(C3=O)COC(=O)C4(CC)O)C2=NC5=C1C=C(C=C5)O. Drug 2: C1=NNC2=C1C(=O)NC=N2. Cell line: NCI-H226. Synergy scores: CSS=0.695, Synergy_ZIP=-0.554, Synergy_Bliss=-1.68, Synergy_Loewe=-0.276, Synergy_HSA=-1.94. (5) Drug 1: CCC1=C2CN3C(=CC4=C(C3=O)COC(=O)C4(CC)O)C2=NC5=C1C=C(C=C5)O. Drug 2: CC12CCC3C(C1CCC2O)C(CC4=C3C=CC(=C4)O)CCCCCCCCCS(=O)CCCC(C(F)(F)F)(F)F. Cell line: HCC-2998. Synergy scores: CSS=9.72, Synergy_ZIP=-2.40, Synergy_Bliss=-3.06, Synergy_Loewe=-6.53, Synergy_HSA=-3.40. (6) Drug 1: CCC1(CC2CC(C3=C(CCN(C2)C1)C4=CC=CC=C4N3)(C5=C(C=C6C(=C5)C78CCN9C7C(C=CC9)(C(C(C8N6C=O)(C(=O)OC)O)OC(=O)C)CC)OC)C(=O)OC)O.OS(=O)(=O)O. Drug 2: C(=O)(N)NO. Cell line: LOX IMVI. Synergy scores: CSS=-2.76, Synergy_ZIP=1.14, Synergy_Bliss=2.57, Synergy_Loewe=-1.46, Synergy_HSA=-0.556. (7) Drug 1: CC1=CC2C(CCC3(C2CCC3(C(=O)C)OC(=O)C)C)C4(C1=CC(=O)CC4)C. Drug 2: C1=C(C(=O)NC(=O)N1)F. Cell line: SW-620. Synergy scores: CSS=46.5, Synergy_ZIP=2.33, Synergy_Bliss=0.333, Synergy_Loewe=-11.0, Synergy_HSA=-1.53. (8) Drug 1: CC1C(C(CC(O1)OC2CC(CC3=C2C(=C4C(=C3O)C(=O)C5=C(C4=O)C(=CC=C5)OC)O)(C(=O)C)O)N)O.Cl. Drug 2: CN(CCCl)CCCl.Cl. Cell line: MDA-MB-231. Synergy scores: CSS=19.9, Synergy_ZIP=-5.17, Synergy_Bliss=1.35, Synergy_Loewe=-1.62, Synergy_HSA=0.589. (9) Drug 1: C1=CC(=CC=C1CCC2=CNC3=C2C(=O)NC(=N3)N)C(=O)NC(CCC(=O)O)C(=O)O. Drug 2: CC(CN1CC(=O)NC(=O)C1)N2CC(=O)NC(=O)C2. Cell line: OVCAR-8. Synergy scores: CSS=36.6, Synergy_ZIP=-2.99, Synergy_Bliss=-4.71, Synergy_Loewe=-1.76, Synergy_HSA=0.379. (10) Drug 1: C#CCC(CC1=CN=C2C(=N1)C(=NC(=N2)N)N)C3=CC=C(C=C3)C(=O)NC(CCC(=O)O)C(=O)O. Drug 2: C1=NC2=C(N1)C(=S)N=CN2. Cell line: SR. Synergy scores: CSS=61.7, Synergy_ZIP=-1.79, Synergy_Bliss=-2.42, Synergy_Loewe=1.28, Synergy_HSA=-0.373.